From a dataset of Forward reaction prediction with 1.9M reactions from USPTO patents (1976-2016). Predict the product of the given reaction. Given the reactants [CH3:13][C:12]([O:11][C:9](O[C:9]([O:11][C:12]([CH3:15])([CH3:14])[CH3:13])=[O:10])=[O:10])([CH3:15])[CH3:14].[CH2:16]([N:23](C)[C:24]([CH:26]1[CH2:29][C:28](=[O:30])[CH2:27]1)=O)C1C=CC=CC=1.CNC[C@@H]1C[C@H](O)C1.CCN(CC)CC, predict the reaction product. The product is: [OH:30][C@@H:28]1[CH2:29][C@H:26]([CH2:24][N:23]([CH3:16])[C:9](=[O:10])[O:11][C:12]([CH3:13])([CH3:14])[CH3:15])[CH2:27]1.